This data is from Reaction yield outcomes from USPTO patents with 853,638 reactions. The task is: Predict the reaction yield, written as a fraction of the theoretical maximum amount of product (1.0 means a 100% yield; for example, 0.34 means a 34% yield). (1) The reactants are [NH2:1][C@@H:2]1[C@H:7]([CH3:8])[CH2:6][CH2:5][N:4]([C:9]([O:11][C:12]([CH3:15])([CH3:14])[CH3:13])=[O:10])[CH2:3]1.CCN(C(C)C)C(C)C.[CH3:25][N:26]([CH3:30])[C:27](Cl)=[O:28]. The catalyst is C1COCC1.CCOC(C)=O. The product is [CH3:25][N:26]([CH3:30])[C:27](=[O:28])[NH:1][C@@H:2]1[C@H:7]([CH3:8])[CH2:6][CH2:5][N:4]([C:9]([O:11][C:12]([CH3:14])([CH3:13])[CH3:15])=[O:10])[CH2:3]1. The yield is 1.00. (2) The reactants are [Cl:1][C:2]1[C:3]2[CH:13]=[CH:12][C:11](=[O:14])[N:10]([C:15]3[CH:20]=[CH:19][C:18]([F:21])=[CH:17][C:16]=3[F:22])[C:4]=2[N:5]=[C:6]([S:8][CH3:9])[N:7]=1.C1C=C(Cl)C=C(C(OO)=[O:31])C=1. The catalyst is C(Cl)Cl. The product is [Cl:1][C:2]1[C:3]2[CH:13]=[CH:12][C:11](=[O:14])[N:10]([C:15]3[CH:20]=[CH:19][C:18]([F:21])=[CH:17][C:16]=3[F:22])[C:4]=2[N:5]=[C:6]([S:8]([CH3:9])=[O:31])[N:7]=1. The yield is 0.800. (3) The reactants are [NH2:1][C:2]1[N:10]=[C:9]2[C:5]([N:6]=[CH:7][N:8]2[CH2:11][C:12]2[CH:17]=[CH:16][CH:15]=[CH:14][CH:13]=2)=[C:4](I)[N:3]=1.[CH3:19][C:20]([OH:24])([C:22]#[CH:23])[CH3:21].C(N(C(C)C)C(C)C)C.[Cl-].[NH4+]. The catalyst is CN(C=O)C.Cl[Pd](Cl)([P](C1C=CC=CC=1)(C1C=CC=CC=1)C1C=CC=CC=1)[P](C1C=CC=CC=1)(C1C=CC=CC=1)C1C=CC=CC=1. The product is [NH2:1][C:2]1[N:10]=[C:9]2[C:5]([N:6]=[CH:7][N:8]2[CH2:11][C:12]2[CH:17]=[CH:16][CH:15]=[CH:14][CH:13]=2)=[C:4]([C:23]#[C:22][C:20]([CH3:21])([OH:24])[CH3:19])[N:3]=1. The yield is 0.660. (4) The reactants are [CH2:1]([C:11]1[C:18]2[S:17][C:16]3[CH:19]=[CH:20][S:21][C:15]=3[C:14]=2[S:13][CH:12]=1)[CH2:2][CH2:3][CH2:4][CH2:5][CH2:6][CH2:7][CH2:8][CH2:9][CH3:10].[Br:22]N1C(=O)CCC1=O.O. The catalyst is CN(C=O)C. The product is [Br:22][C:12]1[S:13][C:14]2[C:15]3[S:21][CH:20]=[CH:19][C:16]=3[S:17][C:18]=2[C:11]=1[CH2:1][CH2:2][CH2:3][CH2:4][CH2:5][CH2:6][CH2:7][CH2:8][CH2:9][CH3:10]. The yield is 0.902. (5) The product is [NH2:9][C:5]1[C:6]([Cl:8])=[CH:7][C:2]([Cl:1])=[C:3]([OH:12])[CH:4]=1. The reactants are [Cl:1][C:2]1[CH:7]=[C:6]([Cl:8])[C:5]([N+:9]([O-])=O)=[CH:4][C:3]=1[OH:12]. The yield is 0.860. The catalyst is C(O)(=O)C.[Fe].